Dataset: Forward reaction prediction with 1.9M reactions from USPTO patents (1976-2016). Task: Predict the product of the given reaction. (1) Given the reactants [N:1]1[CH:6]=[CH:5][CH:4]=[CH:3][C:2]=1[C:7]1[CH:8]=[C:9]([OH:17])[C:10]2[CH:11]=[CH:12][CH:13]=[N:14][C:15]=2[CH:16]=1.O[C@H:19]([C@H:21]1[CH2:25][N:24]([C@H](C2C=CC(OC)=CC=2)C)[C:23](=[O:36])[CH2:22]1)[CH3:20].C1(P(C2C=CC=CC=2)C2C=CC=CC=2)C=CC=CC=1.C1C=CC(COC(/N=N/C(OCC2C=CC=CC=2)=O)=O)=CC=1, predict the reaction product. The product is: [N:1]1[CH:6]=[CH:5][CH:4]=[CH:3][C:2]=1[C:7]1[CH:16]=[C:15]2[C:10]([CH:11]=[CH:12][CH:13]=[N:14]2)=[C:9]([O:17][C@@H:19]([C@H:21]2[CH2:25][NH:24][C:23](=[O:36])[CH2:22]2)[CH3:20])[CH:8]=1. (2) Given the reactants [C:1]([O:9][CH2:10][CH3:11])(=[O:8])[CH2:2][C:3]([O:5][CH2:6][CH3:7])=[O:4].C[Si]([N-][Si](C)(C)C)(C)C.[Na+].CS(O[CH2:27][C@@H:28]1[C:36]2[C:31](=[CH:32][CH:33]=[CH:34][CH:35]=2)[CH2:30][C@H:29]1[NH:37][C:38]([C:40]1[NH:44][C:43]2[S:45][C:46]([Cl:48])=[CH:47][C:42]=2[CH:41]=1)=[O:39])(=O)=O.[Cl-].[NH4+], predict the reaction product. The product is: [Cl:48][C:46]1[S:45][C:43]2[NH:44][C:40]([C:38]([NH:37][C@@H:29]3[CH2:30][C:31]4[C:36](=[CH:35][CH:34]=[CH:33][CH:32]=4)[C@H:28]3[CH2:27][CH:2]([C:3]([O:5][CH2:6][CH3:7])=[O:4])[C:1]([O:9][CH2:10][CH3:11])=[O:8])=[O:39])=[CH:41][C:42]=2[CH:47]=1. (3) Given the reactants [CH2:1]([C@H:8]([NH:19][C:20](=[O:43])[O:21][NH:22][C:23](=[O:42])[C@@H:24]([NH:29][C:30]([C:32]1[CH:41]=[CH:40][C:39]2[C:34](=[CH:35][CH:36]=[CH:37][CH:38]=2)[N:33]=1)=[O:31])[CH2:25][C:26]([NH2:28])=[O:27])[C@H:9]([OH:18])[CH2:10][NH:11][O:12][CH:13]1[CH2:17][CH2:16][CH2:15][CH2:14]1)[C:2]1[CH:7]=[CH:6][CH:5]=[CH:4][CH:3]=1.Cl[S:45]([C:48]1[CH:61]=[CH:60][C:51]2[NH:52][C:53]([NH:55][C:56](=[O:59])[O:57][CH3:58])=[N:54][C:50]=2[CH:49]=1)(=[O:47])=[O:46].C(N(C(C)C)CC)(C)C, predict the reaction product. The product is: [CH2:1]([C@H:8]([NH:19][C:20](=[O:43])[O:21][NH:22][C:23](=[O:42])[C@@H:24]([NH:29][C:30]([C:32]1[CH:41]=[CH:40][C:39]2[C:34](=[CH:35][CH:36]=[CH:37][CH:38]=2)[N:33]=1)=[O:31])[CH2:25][C:26]([NH2:28])=[O:27])[C@H:9]([OH:18])[CH2:10][N:11]([O:12][CH:13]1[CH2:14][CH2:15][CH2:16][CH2:17]1)[S:45]([C:48]1[CH:61]=[CH:60][C:51]2[NH:52][C:53]([NH:55][C:56]([O:57][CH3:58])=[O:59])=[N:54][C:50]=2[CH:49]=1)(=[O:47])=[O:46])[C:2]1[CH:7]=[CH:6][CH:5]=[CH:4][CH:3]=1. (4) Given the reactants [C:1]([N:5]1[C:9](=[O:10])[C:8]([NH:11][CH2:12][C:13]([OH:15])=[O:14])=[C:7]([C:16]2[CH:21]=[CH:20][CH:19]=[CH:18][CH:17]=2)[S:6]1(=[O:23])=[O:22])([CH3:4])([CH3:3])[CH3:2].[C:24]1([CH3:36])[CH:29]=[C:28]([CH3:30])[CH:27]=[C:26]([CH3:31])[C:25]=1[CH2:32][CH:33](O)[CH3:34], predict the reaction product. The product is: [C:1]([N:5]1[C:9](=[O:10])[C:8]([NH:11][CH2:12][C:13]([O:15][CH:33]([CH3:34])[CH2:32][C:25]2[C:26]([CH3:31])=[CH:27][C:28]([CH3:30])=[CH:29][C:24]=2[CH3:36])=[O:14])=[C:7]([C:16]2[CH:21]=[CH:20][CH:19]=[CH:18][CH:17]=2)[S:6]1(=[O:23])=[O:22])([CH3:4])([CH3:2])[CH3:3]. (5) Given the reactants [CH3:1][O:2][C:3]1[C:15]([O:16][CH3:17])=[CH:14][C:6]2[N:7](C)[C:8](=O)[O:9][C:10](=O)[C:5]=2[CH:4]=1.[NH3:18], predict the reaction product. The product is: [CH3:17][O:16][C:15]1[C:3]([O:2][CH3:1])=[CH:4][C:5]([C:10]([NH2:18])=[O:9])=[C:6]([NH:7][CH3:8])[CH:14]=1. (6) Given the reactants [NH2:1][C:2]1[CH:7]=[C:6]([CH3:8])[CH:5]=[CH:4][C:3]=1[C:9]1[N:14]2[N:15]=[C:16]([C:18]([CH3:21])([CH3:20])[CH3:19])[CH:17]=[C:13]2[N:12]=[C:11]([CH3:22])[C:10]=1[CH:23]([CH2:28][CH2:29][CH3:30])[C:24]([O:26]C)=[O:25].[OH-].[Na+], predict the reaction product. The product is: [NH2:1][C:2]1[CH:7]=[C:6]([CH3:8])[CH:5]=[CH:4][C:3]=1[C:9]1[N:14]2[N:15]=[C:16]([C:18]([CH3:21])([CH3:20])[CH3:19])[CH:17]=[C:13]2[N:12]=[C:11]([CH3:22])[C:10]=1[CH:23]([CH2:28][CH2:29][CH3:30])[C:24]([OH:26])=[O:25].